Dataset: NCI-60 drug combinations with 297,098 pairs across 59 cell lines. Task: Regression. Given two drug SMILES strings and cell line genomic features, predict the synergy score measuring deviation from expected non-interaction effect. (1) Drug 1: C1=CC(=CC=C1C#N)C(C2=CC=C(C=C2)C#N)N3C=NC=N3. Drug 2: CC1C(C(CC(O1)OC2CC(CC3=C2C(=C4C(=C3O)C(=O)C5=C(C4=O)C(=CC=C5)OC)O)(C(=O)CO)O)N)O.Cl. Cell line: NCI-H522. Synergy scores: CSS=37.2, Synergy_ZIP=-1.77, Synergy_Bliss=1.49, Synergy_Loewe=-7.51, Synergy_HSA=2.17. (2) Drug 1: C(CC(=O)O)C(=O)CN.Cl. Drug 2: CS(=O)(=O)OCCCCOS(=O)(=O)C. Cell line: HOP-62. Synergy scores: CSS=24.2, Synergy_ZIP=-7.42, Synergy_Bliss=-12.8, Synergy_Loewe=-6.58, Synergy_HSA=-8.09. (3) Synergy scores: CSS=50.4, Synergy_ZIP=-0.0894, Synergy_Bliss=3.32, Synergy_Loewe=-19.7, Synergy_HSA=5.55. Drug 1: CC12CCC3C(C1CCC2OP(=O)(O)O)CCC4=C3C=CC(=C4)OC(=O)N(CCCl)CCCl.[Na+]. Drug 2: CC1C(C(CC(O1)OC2CC(CC3=C2C(=C4C(=C3O)C(=O)C5=C(C4=O)C(=CC=C5)OC)O)(C(=O)CO)O)N)O.Cl. Cell line: HL-60(TB). (4) Drug 1: C1=CC(=CC=C1CCCC(=O)O)N(CCCl)CCCl. Drug 2: CC1=C(N=C(N=C1N)C(CC(=O)N)NCC(C(=O)N)N)C(=O)NC(C(C2=CN=CN2)OC3C(C(C(C(O3)CO)O)O)OC4C(C(C(C(O4)CO)O)OC(=O)N)O)C(=O)NC(C)C(C(C)C(=O)NC(C(C)O)C(=O)NCCC5=NC(=CS5)C6=NC(=CS6)C(=O)NCCC[S+](C)C)O. Cell line: SK-OV-3. Synergy scores: CSS=27.3, Synergy_ZIP=-4.02, Synergy_Bliss=1.17, Synergy_Loewe=-2.42, Synergy_HSA=0.222. (5) Drug 1: C1=NC2=C(N1)C(=S)N=C(N2)N. Drug 2: CC1=C2C(C(=O)C3(C(CC4C(C3C(C(C2(C)C)(CC1OC(=O)C(C(C5=CC=CC=C5)NC(=O)OC(C)(C)C)O)O)OC(=O)C6=CC=CC=C6)(CO4)OC(=O)C)O)C)O. Cell line: HOP-62. Synergy scores: CSS=39.0, Synergy_ZIP=-6.96, Synergy_Bliss=-5.53, Synergy_Loewe=-5.08, Synergy_HSA=-2.73. (6) Drug 1: C1=CC(=CC=C1CCC2=CNC3=C2C(=O)NC(=N3)N)C(=O)NC(CCC(=O)O)C(=O)O. Drug 2: C1=CC(=CC=C1CCCC(=O)O)N(CCCl)CCCl. Cell line: SK-MEL-5. Synergy scores: CSS=30.2, Synergy_ZIP=-10.7, Synergy_Bliss=-4.07, Synergy_Loewe=-3.75, Synergy_HSA=-1.90. (7) Drug 1: COC1=CC(=CC(=C1O)OC)C2C3C(COC3=O)C(C4=CC5=C(C=C24)OCO5)OC6C(C(C7C(O6)COC(O7)C8=CC=CS8)O)O. Drug 2: CC1=C(C(=O)C2=C(C1=O)N3CC4C(C3(C2COC(=O)N)OC)N4)N. Cell line: HS 578T. Synergy scores: CSS=42.1, Synergy_ZIP=14.8, Synergy_Bliss=14.9, Synergy_Loewe=13.2, Synergy_HSA=18.3.